Dataset: Peptide-MHC class I binding affinity with 185,985 pairs from IEDB/IMGT. Task: Regression. Given a peptide amino acid sequence and an MHC pseudo amino acid sequence, predict their binding affinity value. This is MHC class I binding data. (1) The peptide sequence is FSMQGAWAKV. The MHC is HLA-A68:02 with pseudo-sequence HLA-A68:02. The binding affinity (normalized) is 0.733. (2) The peptide sequence is RLDKPLWLH. The MHC is HLA-B15:01 with pseudo-sequence HLA-B15:01. The binding affinity (normalized) is 0.0847. (3) The peptide sequence is MLTPINEEA. The MHC is HLA-A02:01 with pseudo-sequence HLA-A02:01. The binding affinity (normalized) is 0.385.